From a dataset of Forward reaction prediction with 1.9M reactions from USPTO patents (1976-2016). Predict the product of the given reaction. The product is: [CH3:1][C:2]1[CH:10]=[C:9](/[CH:11]=[CH:12]/[C:13]2[C:22]([CH2:23][N:30]3[CH:34]=[CH:33][CH:32]=[N:31]3)=[CH:21][C:20]3[C:19]([CH3:26])([CH3:25])[C:18](=[O:27])[CH2:17][C:16]([CH3:29])([CH3:28])[C:15]=3[CH:14]=2)[CH:8]=[CH:7][C:3]=1[C:4]([OH:6])=[O:5]. Given the reactants [CH3:1][C:2]1[CH:10]=[C:9](/[CH:11]=[CH:12]/[C:13]2[C:22]([CH2:23]Br)=[CH:21][C:20]3[C:19]([CH3:26])([CH3:25])[C:18](=[O:27])[CH2:17][C:16]([CH3:29])([CH3:28])[C:15]=3[CH:14]=2)[CH:8]=[CH:7][C:3]=1[C:4]([OH:6])=[O:5].[NH:30]1[CH:34]=[CH:33][CH:32]=[N:31]1, predict the reaction product.